This data is from Catalyst prediction with 721,799 reactions and 888 catalyst types from USPTO. The task is: Predict which catalyst facilitates the given reaction. (1) Reactant: Cl[C:2]1[N:7]=[C:6]([O:8][CH2:9][C:10]([F:13])([F:12])[F:11])[N:5]=[C:4]([NH:14][C:15]2[CH:27]=[CH:26][C:18]([C:19]([O:21][C:22]([CH3:25])([CH3:24])[CH3:23])=[O:20])=[CH:17][CH:16]=2)[N:3]=1.[Cl:28][C:29]1[CH:34]=[CH:33][C:32]([C:35]2([NH2:38])[CH2:37][CH2:36]2)=[CH:31][CH:30]=1. Product: [Cl:28][C:29]1[CH:30]=[CH:31][C:32]([C:35]2([NH:38][C:2]3[N:7]=[C:6]([O:8][CH2:9][C:10]([F:11])([F:12])[F:13])[N:5]=[C:4]([NH:14][C:15]4[CH:16]=[CH:17][C:18]([C:19]([O:21][C:22]([CH3:25])([CH3:23])[CH3:24])=[O:20])=[CH:26][CH:27]=4)[N:3]=3)[CH2:36][CH2:37]2)=[CH:33][CH:34]=1. The catalyst class is: 1. (2) Reactant: C(OC([N:8]1[C@H:14]([CH2:15][NH:16][C:17]2[CH:22]=[CH:21][C:20]([Cl:23])=[CH:19][N:18]=2)[CH2:13][C:10]2([CH2:12][CH2:11]2)[CH2:9]1)=O)(C)(C)C.FC(F)(F)C(O)=O. Product: [CH2:11]1[C:10]2([CH2:13][C@@H:14]([CH2:15][NH:16][C:17]3[CH:22]=[CH:21][C:20]([Cl:23])=[CH:19][N:18]=3)[NH:8][CH2:9]2)[CH2:12]1. The catalyst class is: 4. (3) Reactant: [OH:1][C:2]1[C:3]([C:12]#[N:13])=[CH:4][C:5]2[C:10]([CH:11]=1)=[CH:9][CH:8]=[CH:7][CH:6]=2.Cl[CH2:15][C:16]([C:18]1[CH:23]=[CH:22][C:21]([Cl:24])=[CH:20][C:19]=1[Cl:25])=[O:17].C(=O)([O-])[O-].[K+].[K+]. Product: [NH2:13][C:12]1[C:3]2[CH:4]=[C:5]3[C:10]([CH:9]=[CH:8][CH:7]=[CH:6]3)=[CH:11][C:2]=2[O:1][C:15]=1[C:16]([C:18]1[CH:23]=[CH:22][C:21]([Cl:24])=[CH:20][C:19]=1[Cl:25])=[O:17]. The catalyst class is: 288. (4) Reactant: [N:1]1[C:10]2[C:5](=[CH:6][N:7]=[CH:8][CH:9]=2)[CH:4]=[CH:3][C:2]=1[C:11]([OH:13])=O.O.ON1C2C=CC=CC=2N=N1.[F:25][C:26]([F:36])([F:35])[C:27]1[CH:34]=[CH:33][CH:32]=[CH:31][C:28]=1[CH2:29][NH2:30]. Product: [F:25][C:26]([F:35])([F:36])[C:27]1[CH:34]=[CH:33][CH:32]=[CH:31][C:28]=1[CH2:29][NH:30][C:11]([C:2]1[CH:3]=[CH:4][C:5]2[C:10](=[CH:9][CH:8]=[N:7][CH:6]=2)[N:1]=1)=[O:13]. The catalyst class is: 3. (5) Reactant: C(O[C:9]1[C:28]([CH3:29])=[C:27]([CH3:30])[C:26]([O:31]CC2C=CC=CC=2)=[C:25]([CH3:39])[C:10]=1[O:11][C:12]1[CH:13]=[C:14]([CH:19]=[CH:20][C:21]=1[N+:22]([O-])=O)[C:15]([O:17][CH3:18])=[O:16])C1C=CC=CC=1.C(OC(C)=O)(C)C. Product: [CH3:29][C:28]1[C:9]2[C:10]([O:11][C:12]3[C:21]([N:22]=2)=[CH:20][CH:19]=[C:14]([C:15]([O:17][CH3:18])=[O:16])[CH:13]=3)=[C:25]([CH3:39])[C:26](=[O:31])[C:27]=1[CH3:30]. The catalyst class is: 52. (6) Reactant: C([CH:5]1[CH2:10][CH:9]2[CH2:11][CH:6]1[CH:7]=[CH:8]2)CCC.C12CC(C=C1)CC2.C[O:20][C:21]([CH:23]1CC2C[CH:24]1[CH:25]=[CH:26]2)=[O:22].[CH2:24]([CH2:23][C:21]([O-:20])=[O:22])[CH:25]=[CH2:26].COC(C1CC2CC1C=C2)=O. Product: [CH:6]12[CH2:11][CH:9]([CH:10]=[CH:5]1)[CH2:8][CH2:7]2.[CH2:24]([CH2:23][C:21]([O-:22])=[O:20])[CH:25]=[CH2:26]. The catalyst class is: 318. (7) Reactant: O.NN.[NH2:4][C:5]1[C:6]([C:23]2[O:27][C:26]([NH:28][C:29](=[O:42])[CH2:30][N:31]3C(=O)C4C(=CC=CC=4)C3=O)=[N:25][N:24]=2)=[N:7][C:8]([C:11]2[CH:16]=[CH:15][C:14]([S:17]([CH:20]([CH3:22])[CH3:21])(=[O:19])=[O:18])=[CH:13][CH:12]=2)=[CH:9][N:10]=1.C(Cl)Cl. Product: [NH2:31][CH2:30][C:29]([NH:28][C:26]1[O:27][C:23]([C:6]2[C:5]([NH2:4])=[N:10][CH:9]=[C:8]([C:11]3[CH:12]=[CH:13][C:14]([S:17]([CH:20]([CH3:22])[CH3:21])(=[O:18])=[O:19])=[CH:15][CH:16]=3)[N:7]=2)=[N:24][N:25]=1)=[O:42]. The catalyst class is: 5.